Dataset: Full USPTO retrosynthesis dataset with 1.9M reactions from patents (1976-2016). Task: Predict the reactants needed to synthesize the given product. (1) The reactants are: FC(F)(F)C1C=C(NC(=O)NC2C=CC(C3SC(CCC(O)=O)=NC=3)=CC=2)C=CC=1.[Cl:31][C:32]1[C:33]([F:63])=[C:34]([NH:38][C:39](=[O:62])[NH:40][C:41]2[CH:46]=[CH:45][C:44]([C:47]3[S:51][C:50]([CH:52]4[CH2:57][CH2:56][CH:55]([C:58]([O:60]C)=[O:59])[CH2:54][CH2:53]4)=[N:49][CH:48]=3)=[CH:43][CH:42]=2)[CH:35]=[CH:36][CH:37]=1. Given the product [Cl:31][C:32]1[C:33]([F:63])=[C:34]([NH:38][C:39](=[O:62])[NH:40][C:41]2[CH:42]=[CH:43][C:44]([C:47]3[S:51][C:50]([CH:52]4[CH2:53][CH2:54][CH:55]([C:58]([OH:60])=[O:59])[CH2:56][CH2:57]4)=[N:49][CH:48]=3)=[CH:45][CH:46]=2)[CH:35]=[CH:36][CH:37]=1, predict the reactants needed to synthesize it. (2) Given the product [NH2:28][C:25]1[O:26][CH2:27][C@@:23]2([C:14]3[C:15](=[CH:16][CH:17]=[C:12]([NH:11][C:9]([C:6]4[CH:5]=[N:4][C:3]([CH:2]([F:38])[F:1])=[CH:8][N:7]=4)=[O:10])[CH:13]=3)[O:18][C:19]([CH3:37])([CH3:36])[C:20]32[CH2:22][CH2:21]3)[N:24]=1, predict the reactants needed to synthesize it. The reactants are: [F:1][CH:2]([F:38])[C:3]1[N:4]=[CH:5][C:6]([C:9]([NH:11][C:12]2[CH:13]=[C:14]3[C@@:23]4([CH2:27][O:26][C:25]([NH:28]C(=O)OC(C)(C)C)=[N:24]4)[C:20]4([CH2:22][CH2:21]4)[C:19]([CH3:37])([CH3:36])[O:18][C:15]3=[CH:16][CH:17]=2)=[O:10])=[N:7][CH:8]=1.FC(F)(F)C(O)=O. (3) Given the product [Br:12][C:13]1[C:18]2[N:19]=[C:20]([NH:43][C:44]3[CH:49]=[CH:48][C:47]([N:50]4[CH2:55][CH2:54][N:53]([C:56]([O:58][C:59]([CH3:62])([CH3:61])[CH3:60])=[O:57])[CH2:52][CH2:51]4)=[CH:46][CH:45]=3)[N:21]=[CH:22][C:17]=2[C:16](=[O:25])[N:15]([C:26]2[C:31]([Cl:32])=[CH:30][CH:29]=[CH:28][C:27]=2[Cl:33])[CH:14]=1, predict the reactants needed to synthesize it. The reactants are: C1C=C(Cl)C=C(C(OO)=O)C=1.[Br:12][C:13]1[C:18]2[N:19]=[C:20](SC)[N:21]=[CH:22][C:17]=2[C:16](=[O:25])[N:15]([C:26]2[C:31]([Cl:32])=[CH:30][CH:29]=[CH:28][C:27]=2[Cl:33])[CH:14]=1.CCN(C(C)C)C(C)C.[NH2:43][C:44]1[CH:49]=[CH:48][C:47]([N:50]2[CH2:55][CH2:54][N:53]([C:56]([O:58][C:59]([CH3:62])([CH3:61])[CH3:60])=[O:57])[CH2:52][CH2:51]2)=[CH:46][CH:45]=1. (4) Given the product [C:22]([CH2:21][C:17]1[CH:16]=[C:15]([NH:14][C:12]([C:10]2[O:11][C:7]([C:1]3[CH:6]=[CH:5][CH:4]=[CH:3][CH:2]=3)=[CH:8][CH:9]=2)=[O:13])[CH:20]=[CH:19][CH:18]=1)(=[O:24])[NH2:25], predict the reactants needed to synthesize it. The reactants are: [C:1]1([C:7]2[O:11][C:10]([C:12]([NH:14][C:15]3[CH:16]=[C:17]([CH2:21][C:22]([OH:24])=O)[CH:18]=[CH:19][CH:20]=3)=[O:13])=[CH:9][CH:8]=2)[CH:6]=[CH:5][CH:4]=[CH:3][CH:2]=1.[NH4+:25].[OH-]. (5) Given the product [C:16]([O:20][C:21]([N:23]1[CH2:28][CH2:27][CH:26]([C:15]2[C:9]3[C:10](=[CH:11][N:12]=[C:7]([N:1]4[CH2:2][CH2:3][O:4][CH2:5][CH2:6]4)[CH:8]=3)[NH:13][CH:14]=2)[CH2:25][CH2:24]1)=[O:22])([CH3:19])([CH3:17])[CH3:18], predict the reactants needed to synthesize it. The reactants are: [N:1]1([C:7]2[CH:8]=[C:9]3[CH:15]=[CH:14][NH:13][C:10]3=[CH:11][N:12]=2)[CH2:6][CH2:5][O:4][CH2:3][CH2:2]1.[C:16]([O:20][C:21]([N:23]1[CH2:28][CH2:27][C:26](=O)[CH2:25][CH2:24]1)=[O:22])([CH3:19])([CH3:18])[CH3:17].[OH-].[K+].C([O-])=O.[NH4+]. (6) Given the product [F:8][C:7]1[CH:2]=[N:3][CH:4]=[C:5]([B:10]2[O:14][C:13]([CH3:16])([CH3:15])[C:12]([CH3:18])([CH3:17])[O:11]2)[C:6]=1[CH3:9], predict the reactants needed to synthesize it. The reactants are: Cl[C:2]1[C:7]([F:8])=[C:6]([CH3:9])[C:5]([B:10]2[O:14][C:13]([CH3:16])([CH3:15])[C:12]([CH3:18])([CH3:17])[O:11]2)=[CH:4][N:3]=1.C(O)(=O)C. (7) Given the product [F:30][C:16]1[CH:15]=[C:14]([CH:12]([NH:11][C:2]2[N:10]=[CH:9][N:8]=[C:7]3[C:3]=2[N:4]=[CH:5][NH:6]3)[CH3:13])[C:23]([N:24]2[CH2:28][CH2:27][C@@H:26]([OH:29])[CH2:25]2)=[C:22]2[C:17]=1[CH:18]=[CH:19][CH:20]=[N:21]2, predict the reactants needed to synthesize it. The reactants are: Br[C:2]1[N:10]=[CH:9][N:8]=[C:7]2[C:3]=1[N:4]=[CH:5][NH:6]2.[NH2:11][CH:12]([C:14]1[C:23]([N:24]2[CH2:28][CH2:27][C@@H:26]([OH:29])[CH2:25]2)=[C:22]2[C:17]([CH:18]=[CH:19][CH:20]=[N:21]2)=[C:16]([F:30])[CH:15]=1)[CH3:13].C(N(CC)C(C)C)(C)C.